Dataset: Reaction yield outcomes from USPTO patents with 853,638 reactions. Task: Predict the reaction yield, written as a fraction of the theoretical maximum amount of product (1.0 means a 100% yield; for example, 0.34 means a 34% yield). (1) The reactants are [OH:1][C:2]1[C:9]([O:10][CH3:11])=[CH:8][CH:7]=[CH:6][C:3]=1[CH:4]=[O:5].C([O-])([O-])=O.[K+].[K+].[CH2:18]([O:20][CH:21]([O:24][CH2:25][CH3:26])[CH2:22]Br)[CH3:19]. The catalyst is CN(C=O)C. The product is [CH2:18]([O:20][CH:21]([O:24][CH2:25][CH3:26])[CH2:22][O:1][C:2]1[C:9]([O:10][CH3:11])=[CH:8][CH:7]=[CH:6][C:3]=1[CH:4]=[O:5])[CH3:19]. The yield is 0.360. (2) The reactants are [CH3:1][C:2]1[S:6][C:5]([C:7]([O:9]C)=[O:8])=[CH:4][C:3]=1[C:11]1[N:15]([CH3:16])[N:14]=[CH:13][C:12]=1[CH2:17][CH2:18][CH3:19].[OH-].[Na+]. The catalyst is O1CCCC1. The product is [CH3:1][C:2]1[S:6][C:5]([C:7]([OH:9])=[O:8])=[CH:4][C:3]=1[C:11]1[N:15]([CH3:16])[N:14]=[CH:13][C:12]=1[CH2:17][CH2:18][CH3:19]. The yield is 1.00. (3) The reactants are [CH2:1]([O:3][C:4]1[CH:5]=[C:6]([C:20]2[CH:25]=[CH:24][C:23]([CH2:26][C:27]([OH:29])=O)=[C:22]([F:30])[CH:21]=2)[CH:7]=[N:8][C:9]=1[O:10][CH2:11][C:12]1[CH:17]=[CH:16][C:15]([O:18][CH3:19])=[CH:14][CH:13]=1)[CH3:2].[F:31][C:32]([F:43])([F:42])[C:33]([C:36]1[CH:40]=[C:39]([NH2:41])[NH:38][N:37]=1)([CH3:35])[CH3:34].C(P1(=O)OP(CCC)(=O)OP(CCC)(=O)O1)CC.CC(=O)OCC. The product is [CH2:1]([O:3][C:4]1[CH:5]=[C:6]([C:20]2[CH:25]=[CH:24][C:23]([CH2:26][C:27]([NH:41][C:39]3[NH:38][N:37]=[C:36]([C:33]([CH3:35])([CH3:34])[C:32]([F:43])([F:42])[F:31])[CH:40]=3)=[O:29])=[C:22]([F:30])[CH:21]=2)[CH:7]=[N:8][C:9]=1[O:10][CH2:11][C:12]1[CH:13]=[CH:14][C:15]([O:18][CH3:19])=[CH:16][CH:17]=1)[CH3:2]. The catalyst is N1C=CC=CC=1.O.C(Cl)Cl. The yield is 0.421.